From a dataset of Forward reaction prediction with 1.9M reactions from USPTO patents (1976-2016). Predict the product of the given reaction. (1) Given the reactants Br[C:2]1[CH:35]=[CH:34][C:5]([CH2:6][C:7]2[N:8]([C:20]3[CH:21]=[C:22]([N:26]4[S:30](=[O:32])(=[O:31])[NH:29][C:28](=[O:33])[CH2:27]4)[CH:23]=[CH:24][CH:25]=3)[CH:9]=[C:10]([C:12]3[CH:17]=[CH:16][C:15]([Cl:18])=[CH:14][C:13]=3[Cl:19])[N:11]=2)=[CH:4][CH:3]=1.[CH3:36][CH:37]([CH3:45])[CH2:38][CH2:39][CH:40]=[CH:41]B(O)O, predict the reaction product. The product is: [Cl:19][C:13]1[CH:14]=[C:15]([Cl:18])[CH:16]=[CH:17][C:12]=1[C:10]1[N:11]=[C:7]([CH2:6][C:5]2[CH:4]=[CH:3][C:2]([CH:41]=[CH:40][CH2:39][CH2:38][CH:37]([CH3:45])[CH3:36])=[CH:35][CH:34]=2)[N:8]([C:20]2[CH:21]=[C:22]([N:26]3[S:30](=[O:32])(=[O:31])[NH:29][C:28](=[O:33])[CH2:27]3)[CH:23]=[CH:24][CH:25]=2)[CH:9]=1. (2) Given the reactants [F:1][C:2]1[CH:3]=[C:4]([CH:13]=[CH:14][C:15]=1[F:16])[C:5]([CH:7]1[CH2:12][CH2:11][O:10][CH2:9][CH2:8]1)=[O:6].[BH4-].[Na+], predict the reaction product. The product is: [F:1][C:2]1[CH:3]=[C:4]([CH:5]([CH:7]2[CH2:8][CH2:9][O:10][CH2:11][CH2:12]2)[OH:6])[CH:13]=[CH:14][C:15]=1[F:16]. (3) Given the reactants C(OC([N:11]1[CH2:17][CH2:16][C:15](=[O:18])[N:14]([C@H:19]([CH2:31][OH:32])[CH2:20][CH2:21][N:22]2[CH2:29][CH2:28][C:25]3([CH2:27][CH2:26]3)[C@H:24]([OH:30])[CH2:23]2)[CH2:13][CH2:12]1)=O)C1C=CC=CC=1.Cl, predict the reaction product. The product is: [OH:30][C@@H:24]1[CH2:23][N:22]([CH2:21][CH2:20][C@H:19]([N:14]2[C:15](=[O:18])[CH2:16][CH2:17][NH:11][CH2:12][CH2:13]2)[CH2:31][OH:32])[CH2:29][CH2:28][C:25]21[CH2:26][CH2:27]2.